The task is: Predict the product of the given reaction.. This data is from Forward reaction prediction with 1.9M reactions from USPTO patents (1976-2016). Given the reactants [NH2:1][C:2]1[N:24]=[C:5]2[CH:6]=[CH:7][C:8]([C:10]3[CH:23]=[CH:22][C:13]([C:14]([NH:16][CH2:17][C:18]([F:21])([F:20])[F:19])=[O:15])=[CH:12][CH:11]=3)=[CH:9][N:4]2[N:3]=1.[C:25]([NH:29][C:30](=[O:44])[C:31]1[CH:36]=[CH:35][C:34](I)=[C:33]([O:38][CH2:39][C:40]([F:43])([F:42])[F:41])[CH:32]=1)([CH3:28])([CH3:27])[CH3:26].CC(C1C=C(C(C)C)C(C2C=CC=CC=2P(C2CCCCC2)C2CCCCC2)=C(C(C)C)C=1)C.CC(C)([O-])C.[Na+], predict the reaction product. The product is: [C:25]([NH:29][C:30](=[O:44])[C:31]1[CH:36]=[CH:35][C:34]([NH:1][C:2]2[N:24]=[C:5]3[CH:6]=[CH:7][C:8]([C:10]4[CH:11]=[CH:12][C:13]([C:14](=[O:15])[NH:16][CH2:17][C:18]([F:19])([F:20])[F:21])=[CH:22][CH:23]=4)=[CH:9][N:4]3[N:3]=2)=[C:33]([O:38][CH2:39][C:40]([F:42])([F:43])[F:41])[CH:32]=1)([CH3:28])([CH3:26])[CH3:27].